Dataset: NCI-60 drug combinations with 297,098 pairs across 59 cell lines. Task: Regression. Given two drug SMILES strings and cell line genomic features, predict the synergy score measuring deviation from expected non-interaction effect. Drug 1: CC1C(C(CC(O1)OC2CC(OC(C2O)C)OC3=CC4=CC5=C(C(=O)C(C(C5)C(C(=O)C(C(C)O)O)OC)OC6CC(C(C(O6)C)O)OC7CC(C(C(O7)C)O)OC8CC(C(C(O8)C)O)(C)O)C(=C4C(=C3C)O)O)O)O. Drug 2: CNC(=O)C1=NC=CC(=C1)OC2=CC=C(C=C2)NC(=O)NC3=CC(=C(C=C3)Cl)C(F)(F)F. Cell line: RXF 393. Synergy scores: CSS=45.7, Synergy_ZIP=-2.57, Synergy_Bliss=1.39, Synergy_Loewe=-33.0, Synergy_HSA=0.423.